This data is from Reaction yield outcomes from USPTO patents with 853,638 reactions. The task is: Predict the reaction yield, written as a fraction of the theoretical maximum amount of product (1.0 means a 100% yield; for example, 0.34 means a 34% yield). (1) The reactants are [CH3:1][O:2][C:3](=[O:18])[CH:4]=[C:5]1[CH2:10][CH2:9][N:8]([C:11]([O:13][C:14]([CH3:17])([CH3:16])[CH3:15])=[O:12])[CH2:7][CH2:6]1.[H][H]. The catalyst is C(OCC)(=O)C.CO.[Pd]. The product is [CH3:1][O:2][C:3](=[O:18])[CH2:4][CH:5]1[CH2:6][CH2:7][N:8]([C:11]([O:13][C:14]([CH3:16])([CH3:15])[CH3:17])=[O:12])[CH2:9][CH2:10]1. The yield is 0.970. (2) The reactants are CI.[C:3]([O-:6])([O-])=O.[K+].[K+].[Br:9][C:10]1[CH:15]=[C:14]([Cl:16])[C:13](O)=[C:12]([Cl:18])[CH:11]=1.C(OCC)(=O)C. The catalyst is CN(C=O)C. The product is [Br:9][C:10]1[CH:15]=[C:14]([Cl:16])[C:13]([O:6][CH3:3])=[C:12]([Cl:18])[CH:11]=1. The yield is 0.740.